From a dataset of Full USPTO retrosynthesis dataset with 1.9M reactions from patents (1976-2016). Predict the reactants needed to synthesize the given product. (1) Given the product [CH2:1]([O:3][C:4]([C:6]1[C:7]([OH:29])=[C:8]2[C:14]([C:30]3[CH:35]=[CH:34][CH:33]=[CH:32][CH:31]=3)=[C:13]([C:16]3[CH:21]=[CH:20][C:19]([F:22])=[CH:18][CH:17]=3)[N:12]([C:23]3[CH:28]=[CH:27][CH:26]=[CH:25][CH:24]=3)[C:9]2=[CH:10][N:11]=1)=[O:5])[CH3:2], predict the reactants needed to synthesize it. The reactants are: [CH2:1]([O:3][C:4]([C:6]1[C:7]([OH:29])=[C:8]2[C:14](Br)=[C:13]([C:16]3[CH:21]=[CH:20][C:19]([F:22])=[CH:18][CH:17]=3)[N:12]([C:23]3[CH:28]=[CH:27][CH:26]=[CH:25][CH:24]=3)[C:9]2=[CH:10][N:11]=1)=[O:5])[CH3:2].[C:30]1([Sn](CCCC)(CCCC)CCCC)[CH:35]=[CH:34][CH:33]=[CH:32][CH:31]=1. (2) Given the product [CH2:1]([O:3][C:4](=[O:15])[CH2:5][CH2:6][C:7]1[CH:12]=[CH:11][C:10]([O:13][CH2:17][C:18]2[N:19]=[CH:20][C:21]([C:24]3[CH:25]=[CH:26][C:27]([C:30]([F:33])([F:31])[F:32])=[CH:28][CH:29]=3)=[CH:22][N:23]=2)=[CH:9][C:8]=1[CH3:14])[CH3:2], predict the reactants needed to synthesize it. The reactants are: [CH2:1]([O:3][C:4](=[O:15])[CH2:5][CH2:6][C:7]1[CH:12]=[CH:11][C:10]([OH:13])=[CH:9][C:8]=1[CH3:14])[CH3:2].Br[CH2:17][C:18]1[N:23]=[CH:22][C:21]([C:24]2[CH:29]=[CH:28][C:27]([C:30]([F:33])([F:32])[F:31])=[CH:26][CH:25]=2)=[CH:20][N:19]=1. (3) Given the product [OH:2][CH:1]([C:3]1[C:4]([C:24]([F:27])([F:25])[F:26])=[N:5][N:6]([CH2:8][C:9]([NH:11][C:12]2[S:16][C:15]3[CH2:17][CH2:18][CH2:19][CH2:20][C:14]=3[C:13]=2[C:21]([NH2:23])=[O:22])=[O:10])[CH:7]=1)[CH3:28], predict the reactants needed to synthesize it. The reactants are: [CH:1]([C:3]1[C:4]([C:24]([F:27])([F:26])[F:25])=[N:5][N:6]([CH2:8][C:9]([NH:11][C:12]2[S:16][C:15]3[CH2:17][CH2:18][CH2:19][CH2:20][C:14]=3[C:13]=2[C:21]([NH2:23])=[O:22])=[O:10])[CH:7]=1)=[O:2].[CH3:28][Mg]Br.C(OCC)C. (4) The reactants are: [NH2:1][C:2]1[C:6]2[C:7]([CH3:23])=[N:8][C:9]([NH:11][C:12]([NH:14][C@@H:15]([C:17]3[CH:22]=[CH:21][CH:20]=[CH:19][CH:18]=3)[CH3:16])=[O:13])=[CH:10][C:5]=2[NH:4][N:3]=1.N1C=CC=CC=1.[C:30](OC(=O)C)(=[O:32])[CH3:31].C(Cl)(=O)C.[OH-].[Na+]. Given the product [CH3:23][C:7]1[C:6]2[C:2]([NH:1][C:30](=[O:32])[CH3:31])=[N:3][NH:4][C:5]=2[CH:10]=[C:9]([NH:11][C:12]([NH:14][C@@H:15]([C:17]2[CH:22]=[CH:21][CH:20]=[CH:19][CH:18]=2)[CH3:16])=[O:13])[N:8]=1, predict the reactants needed to synthesize it. (5) Given the product [CH3:2][O:3][C:4]1[C:5]([O:16][CH2:17][CH2:18][CH2:19][N:20]2[CH2:24][CH2:23][CH2:22][CH2:21]2)=[CH:6][C:7]([N+:13]([O-:15])=[O:14])=[C:8]([CH:12]=1)[C:9]([NH2:26])=[O:10], predict the reactants needed to synthesize it. The reactants are: Cl.[CH3:2][O:3][C:4]1[C:5]([O:16][CH2:17][CH2:18][CH2:19][N:20]2[CH2:24][CH2:23][CH2:22][CH2:21]2)=[CH:6][C:7]([N+:13]([O-:15])=[O:14])=[C:8]([CH:12]=1)[C:9](O)=[O:10].C[N:26](C=O)C. (6) The reactants are: [C:1]([O:5][C:6]([N:8]1[CH2:13][CH2:12][C:11]2NC=C[C:10]=2[C:9]1=[O:17])=[O:7])([CH3:4])([CH3:3])[CH3:2].[CH2:18]([O:20][CH:21]([O:24][CH2:25][CH3:26])[CH2:22][NH2:23])[CH3:19]. Given the product [C:1]([O:5][C:6]([N:8]1[C:9](=[O:17])[CH:10]=[C:11]([NH:23][CH2:22][CH:21]([O:24][CH2:25][CH3:26])[O:20][CH2:18][CH3:19])[CH2:12][CH2:13]1)=[O:7])([CH3:4])([CH3:2])[CH3:3], predict the reactants needed to synthesize it. (7) Given the product [ClH:22].[C:1]([C:5]1[CH:10]=[CH:9][C:8]([C:11]2[N:12]([C:30]([N:48]3[CH2:47][CH2:46][N:45]([CH2:44][CH2:43][S:40]([CH3:39])(=[O:41])=[O:42])[CH2:50][CH2:49]3)=[O:31])[C@H:13]([C:23]3[CH:28]=[CH:27][C:26]([Cl:29])=[CH:25][CH:24]=3)[C@H:14]([C:16]3[CH:17]=[CH:18][C:19]([Cl:22])=[CH:20][CH:21]=3)[N:15]=2)=[C:7]([O:33][CH2:34][CH2:35][F:36])[CH:6]=1)([CH3:4])([CH3:2])[CH3:3], predict the reactants needed to synthesize it. The reactants are: [C:1]([C:5]1[CH:10]=[CH:9][C:8]([C:11]2[N:12]([C:30](Cl)=[O:31])[C@H:13]([C:23]3[CH:28]=[CH:27][C:26]([Cl:29])=[CH:25][CH:24]=3)[C@H:14]([C:16]3[CH:21]=[CH:20][C:19]([Cl:22])=[CH:18][CH:17]=3)[N:15]=2)=[C:7]([O:33][CH2:34][CH2:35][F:36])[CH:6]=1)([CH3:4])([CH3:3])[CH3:2].Cl.Cl.[CH3:39][S:40]([CH2:43][CH2:44][N:45]1[CH2:50][CH2:49][NH:48][CH2:47][CH2:46]1)(=[O:42])=[O:41]. (8) Given the product [CH2:17]([NH:19][C:20](=[O:37])[C:21]1[CH:26]=[CH:25][C:24]([CH3:27])=[C:23]([C:2]2[CH:10]=[C:9]3[C:5]([C:6]([C:11]4[CH:16]=[N:15][CH:14]=[CH:13][N:12]=4)=[N:7][NH:8]3)=[CH:4][CH:3]=2)[CH:22]=1)[CH3:18], predict the reactants needed to synthesize it. The reactants are: Br[C:2]1[CH:10]=[C:9]2[C:5]([C:6]([C:11]3[CH:16]=[N:15][CH:14]=[CH:13][N:12]=3)=[N:7][NH:8]2)=[CH:4][CH:3]=1.[CH2:17]([NH:19][C:20](=[O:37])[C:21]1[CH:26]=[CH:25][C:24]([CH3:27])=[C:23](B2OC(C)(C)C(C)(C)O2)[CH:22]=1)[CH3:18].C(=O)([O-])O.[Na+]. (9) Given the product [CH3:1][O:2][C:3](=[O:14])[C:4]1[CH:9]=[C:8]([NH2:10])[C:7]([NH2:13])=[N:6][CH:5]=1, predict the reactants needed to synthesize it. The reactants are: [CH3:1][O:2][C:3](=[O:14])[C:4]1[CH:9]=[C:8]([N+:10]([O-])=O)[C:7]([NH2:13])=[N:6][CH:5]=1. (10) Given the product [F:1][C:2]1[CH:3]=[CH:4][C:5]([CH2:8][C:9]2[CH:18]=[C:17]3[C:12]([C:13]([OH:34])=[C:14]([C:29]([NH:35][CH:36]([CH3:39])[CH2:37][OH:38])=[O:30])[C:15](=[O:28])[N:16]3[CH2:19][C:20]([N:22]3[CH2:27][CH2:26][O:25][CH2:24][CH2:23]3)=[O:21])=[N:11][CH:10]=2)=[CH:6][CH:7]=1, predict the reactants needed to synthesize it. The reactants are: [F:1][C:2]1[CH:7]=[CH:6][C:5]([CH2:8][C:9]2[CH:18]=[C:17]3[C:12]([C:13]([OH:34])=[C:14]([C:29](OCC)=[O:30])[C:15](=[O:28])[N:16]3[CH2:19][C:20]([N:22]3[CH2:27][CH2:26][O:25][CH2:24][CH2:23]3)=[O:21])=[N:11][CH:10]=2)=[CH:4][CH:3]=1.[NH2:35][CH:36]([CH3:39])[CH2:37][OH:38].